From a dataset of Reaction yield outcomes from USPTO patents with 853,638 reactions. Predict the reaction yield, written as a fraction of the theoretical maximum amount of product (1.0 means a 100% yield; for example, 0.34 means a 34% yield). The reactants are [CH3:1][C:2]1[C:3]([O:12][CH3:13])=[CH:4][C:5]([N+:9]([O-])=O)=[C:6]([OH:8])[CH:7]=1. The catalyst is CCOC(C)=O.[Pd]. The product is [NH2:9][C:5]1[CH:4]=[C:3]([O:12][CH3:13])[C:2]([CH3:1])=[CH:7][C:6]=1[OH:8]. The yield is 0.980.